Dataset: Forward reaction prediction with 1.9M reactions from USPTO patents (1976-2016). Task: Predict the product of the given reaction. (1) Given the reactants [NH:1]1[C:5]([NH2:6])=[N:4][CH:3]=[N:2]1.[CH3:7][C@@H:8]1[CH2:13][C:12](=O)[CH2:11][C@H:10]([CH3:15])[O:9]1.C(O[BH-](OC(=O)C)OC(=O)C)(=O)C.[Na+], predict the reaction product. The product is: [CH3:7][C@@H:8]1[CH2:13][CH:12]([NH:6][C:5]2[NH:1][N:2]=[CH:3][N:4]=2)[CH2:11][C@H:10]([CH3:15])[O:9]1. (2) Given the reactants [CH2:1]([O:3][C:4]([C:6]1[NH:7][C:8]2[C:13]([CH:14]=1)=[CH:12][C:11]([O:15][CH2:16][C:17]1[CH:22]=[CH:21][CH:20]=[CH:19][CH:18]=1)=[CH:10][CH:9]=2)=[O:5])[CH3:2].C(=O)([O-])[O-].[Cs+].[Cs+].[CH:29](CS([O-])(=O)=O)([CH3:31])[CH3:30], predict the reaction product. The product is: [CH2:1]([O:3][C:4]([C:6]1[N:7]([CH:29]([CH3:31])[CH3:30])[C:8]2[C:13]([CH:14]=1)=[CH:12][C:11]([O:15][CH2:16][C:17]1[CH:22]=[CH:21][CH:20]=[CH:19][CH:18]=1)=[CH:10][CH:9]=2)=[O:5])[CH3:2]. (3) Given the reactants [CH2:1]([C:3]1([OH:13])[CH2:8][CH2:7][CH:6]([C:9]([F:12])([F:11])[F:10])[CH2:5][CH2:4]1)[CH3:2].C(N(CC)CC)C.[C:21](Cl)(=[O:25])[C:22]([CH3:24])=[CH2:23], predict the reaction product. The product is: [C:21]([O:13][C:3]1([CH2:1][CH3:2])[CH2:4][CH2:5][CH:6]([C:9]([F:10])([F:12])[F:11])[CH2:7][CH2:8]1)(=[O:25])[C:22]([CH3:24])=[CH2:23]. (4) Given the reactants [O:1]1[C:5]2[CH:6]=[CH:7][CH:8]=[CH:9][C:4]=2[CH:3]=[C:2]1[C:10]([NH:12][C:13]1[S:14][CH:15]=[C:16](OS(C(F)(F)F)(=O)=O)[C:17]=1[C:18]([O:20]C(C)(C)C)=[O:19])=[O:11].C([O-])(O)=O.[Na+].CO[CH2:40][CH2:41]OC, predict the reaction product. The product is: [O:1]1[C:5]2[CH:6]=[CH:7][CH:8]=[CH:9][C:4]=2[CH:3]=[C:2]1[C:10]([NH:12][C:13]1[S:14][CH:15]=[C:16]([C:18]2[CH:17]=[CH:16][C:15]3[S:14][CH:13]=[N:12][C:40]=3[CH:41]=2)[C:17]=1[C:18]([OH:20])=[O:19])=[O:11].